Dataset: Full USPTO retrosynthesis dataset with 1.9M reactions from patents (1976-2016). Task: Predict the reactants needed to synthesize the given product. (1) Given the product [F:39]/[C:26](=[C:24]1/[CH2:25][NH:19][CH2:20][C@@H:21]([CH3:1])[O:22][CH2:23]/1)/[CH2:27][N:28]1[C:36](=[O:37])[C:35]2[C:30](=[CH:31][CH:32]=[CH:33][CH:34]=2)[C:29]1=[O:38], predict the reactants needed to synthesize it. The reactants are: [C:1]1(=O)NC(=O)C2=CC=CC=C12.C(OC([N:19]1[CH2:25]/[C:24](=[C:26](/[F:39])\[CH2:27][N:28]2[C:36](=[O:37])[C:35]3[C:30](=[CH:31][CH:32]=[CH:33][CH:34]=3)[C:29]2=[O:38])/[CH2:23][O:22][CH2:21][CH2:20]1)=O)(C)(C)C. (2) Given the product [O:2]1[C:6]2[CH:7]=[CH:8][CH:9]=[C:10]([CH:11]3[CH2:16][CH2:15][N:14]([CH2:17][CH2:18][C@H:19]4[CH2:20][CH2:21][C@H:22]([NH:25][C:35](=[O:37])[CH3:36])[CH2:23][CH2:24]4)[CH2:13][CH2:12]3)[C:5]=2[O:4][CH2:3]1, predict the reactants needed to synthesize it. The reactants are: Cl.[O:2]1[C:6]2[CH:7]=[CH:8][CH:9]=[C:10]([CH:11]3[CH2:16][CH2:15][N:14]([CH2:17][CH2:18][C@H:19]4[CH2:24][CH2:23][C@H:22]([NH2:25])[CH2:21][CH2:20]4)[CH2:13][CH2:12]3)[C:5]=2[O:4][CH2:3]1.C(N(CC)C(C)C)(C)C.[C:35](O)(=[O:37])[CH3:36].CN(C(ON1N=NC2C=CC=CC1=2)=[N+](C)C)C.[B-](F)(F)(F)F. (3) The reactants are: [CH2:1]=O.BrC1C=[C:6]([CH2:10][C:11]#[N:12])C=CC=1.P(OP(O)(O)=O)(O)(O)=O.[Br:22][C:23]1[CH:24]=[C:25]2[C:30](=[CH:31][CH:32]=1)[CH2:29][NH:28][C:27](=[O:33])[CH2:26]2.BrC1C=CC=C2C=1[CH2:43][NH:42][C:41](=O)C2. Given the product [Br:22][C:23]1[CH:24]=[C:25]2[C:30](=[CH:31][CH:32]=1)[CH2:29][NH:28][C:27](=[O:33])[C:26]2([CH3:1])[CH2:6][C:10]1[CH:41]=[N:42][CH:43]=[N:12][CH:11]=1, predict the reactants needed to synthesize it.